Task: Predict the product of the given reaction.. Dataset: Forward reaction prediction with 1.9M reactions from USPTO patents (1976-2016) The product is: [ClH:24].[ClH:24].[CH3:1][O:2][C:3]1[N:8]=[C:7](/[CH:9]=[CH:10]/[C:11]([NH:13][NH2:14])=[O:12])[CH:6]=[CH:5][C:4]=1[N:18]1[CH:22]=[C:21]([CH3:23])[N:20]=[CH:19]1. Given the reactants [CH3:1][O:2][C:3]1[N:8]=[C:7](/[CH:9]=[CH:10]/[C:11]([NH:13][NH:14]C([O-])=O)=[O:12])[CH:6]=[CH:5][C:4]=1[N:18]1[CH:22]=[C:21]([CH3:23])[N:20]=[CH:19]1.[ClH:24], predict the reaction product.